From a dataset of Forward reaction prediction with 1.9M reactions from USPTO patents (1976-2016). Predict the product of the given reaction. (1) Given the reactants C[C:2]1(C)[CH:4]([CH:5]=C(Cl)Cl)[CH:3]1[C:9](O)=O.[CH3:13][C:14]1([CH3:24])[CH:16]([CH:17]=[C:18]([CH3:20])[CH3:19])[CH:15]1[C:21]([OH:23])=[O:22], predict the reaction product. The product is: [CH3:13][C:14]1([C:24]2[CH:5]=[CH:4][CH:2]=[CH:3][CH:9]=2)[CH:16]([CH:17]=[C:18]([CH3:19])[CH3:20])[CH:15]1[C:21]([OH:23])=[O:22]. (2) Given the reactants [C:1]([O:5][C:6]([N:8]1[CH2:11][CH:10]([NH:12][C@H:13]2[CH2:17][CH2:16][NH:15][CH2:14]2)[CH2:9]1)=[O:7])([CH3:4])([CH3:3])[CH3:2].[C:18](O)(=[O:25])[C:19]1[CH:24]=[CH:23][CH:22]=[CH:21][CH:20]=1.CCN(CC)CC.CN(C(ON1N=NC2C=CC=NC1=2)=[N+](C)C)C.F[P-](F)(F)(F)(F)F, predict the reaction product. The product is: [C:1]([O:5][C:6]([N:8]1[CH2:9][CH:10]([NH:12][C@H:13]2[CH2:17][CH2:16][N:15]([C:18](=[O:25])[C:19]3[CH:24]=[CH:23][CH:22]=[CH:21][CH:20]=3)[CH2:14]2)[CH2:11]1)=[O:7])([CH3:4])([CH3:2])[CH3:3].